The task is: Predict which catalyst facilitates the given reaction.. This data is from Catalyst prediction with 721,799 reactions and 888 catalyst types from USPTO. Reactant: [O-]S([O-])(=O)=O.[Na+].[Na+].[CH3:8][C:9]([CH3:13])([CH3:12])[CH:10]=O.[NH2:14][CH:15]([C:22]1[CH:27]=[CH:26][CH:25]=[CH:24][CH:23]=1)[C:16]1[CH:21]=[CH:20][CH:19]=[CH:18][CH:17]=1. Product: [CH3:8][C:9]([CH3:13])([CH3:12])[CH:10]=[N:14][CH:15]([C:16]1[CH:21]=[CH:20][CH:19]=[CH:18][CH:17]=1)[C:22]1[CH:27]=[CH:26][CH:25]=[CH:24][CH:23]=1. The catalyst class is: 2.